Predict the reactants needed to synthesize the given product. From a dataset of Full USPTO retrosynthesis dataset with 1.9M reactions from patents (1976-2016). (1) The reactants are: [Cl:1][C:2]1[CH:8]=[CH:7][C:5]([NH2:6])=[C:4]([N:9]2[CH2:14][CH2:13][N:12]([CH2:15][CH2:16][C:17]([F:20])([F:19])[F:18])[CH2:11][CH2:10]2)[CH:3]=1.C(OC([N:28]1[CH2:36][C:35]2[C:30](=[CH:31][CH:32]=[C:33]([C:37](O)=[O:38])[CH:34]=2)[CH2:29]1)=O)(C)(C)C.CN(C(ON1N=NC2C=CC=NC1=2)=[N+](C)C)C.F[P-](F)(F)(F)(F)F.CCN(C(C)C)C(C)C. Given the product [Cl:1][C:2]1[CH:8]=[CH:7][C:5]([NH:6][C:37]([C:33]2[CH:34]=[C:35]3[C:30](=[CH:31][CH:32]=2)[CH2:29][NH:28][CH2:36]3)=[O:38])=[C:4]([N:9]2[CH2:14][CH2:13][N:12]([CH2:15][CH2:16][C:17]([F:19])([F:18])[F:20])[CH2:11][CH2:10]2)[CH:3]=1, predict the reactants needed to synthesize it. (2) Given the product [Br:1][C:2]1[C:10]2[C:5](=[CH:6][CH:7]=[C:8]([C:11]([NH2:12])=[O:19])[CH:9]=2)[N:4]([CH:13]2[CH2:18][CH2:17][CH2:16][CH2:15][O:14]2)[N:3]=1, predict the reactants needed to synthesize it. The reactants are: [Br:1][C:2]1[C:10]2[C:5](=[CH:6][CH:7]=[C:8]([C:11]#[N:12])[CH:9]=2)[N:4]([CH:13]2[CH2:18][CH2:17][CH2:16][CH2:15][O:14]2)[N:3]=1.[OH:19]O.[OH-].[Na+]. (3) Given the product [C:12]([O:16][C:17]([NH:19][C:20]1[CH:21]=[C:22]([C:26]([NH:1][C:2]2[CH:3]=[C:4]([C:8]([O:10][CH3:11])=[O:9])[N:5]([CH3:7])[CH:6]=2)=[O:27])[N:23]([CH3:25])[CH:24]=1)=[O:18])([CH3:15])([CH3:13])[CH3:14], predict the reactants needed to synthesize it. The reactants are: [NH2:1][C:2]1[CH:3]=[C:4]([C:8]([O:10][CH3:11])=[O:9])[N:5]([CH3:7])[CH:6]=1.[C:12]([O:16][C:17]([NH:19][C:20]1[CH:21]=[C:22]([C:26](O)=[O:27])[N:23]([CH3:25])[CH:24]=1)=[O:18])([CH3:15])([CH3:14])[CH3:13].CCN=C=NCCCN(C)C.Cl. (4) The reactants are: [CH2:1]([O:3][C:4]([N:6]1[CH2:11][CH2:10][CH:9]([CH2:12][CH:13]([NH:18]C(OCC2C=CC=CC=2)=O)[C:14]([O:16][CH3:17])=[O:15])[CH2:8][CH2:7]1)=[O:5])[CH3:2].[CH3:41][C:40]([O:39][C:37](O[C:37]([O:39][C:40]([CH3:43])([CH3:42])[CH3:41])=[O:38])=[O:38])([CH3:43])[CH3:42]. Given the product [CH2:1]([O:3][C:4]([N:6]1[CH2:11][CH2:10][CH:9]([CH2:12][CH:13]([NH:18][C:37]([O:39][C:40]([CH3:41])([CH3:42])[CH3:43])=[O:38])[C:14]([O:16][CH3:17])=[O:15])[CH2:8][CH2:7]1)=[O:5])[CH3:2], predict the reactants needed to synthesize it. (5) Given the product [CH3:29][N:30]([CH:33]=[C:8]1[C:9](=[O:11])[C:10]2[N:2]([CH3:1])[N:3]=[C:4]([C:12]([O:14][CH2:15][CH3:16])=[O:13])[C:5]=2[CH2:6][CH2:7]1)[CH3:31], predict the reactants needed to synthesize it. The reactants are: [CH3:1][N:2]1[C:10]2[C:9](=[O:11])[CH2:8][CH2:7][CH2:6][C:5]=2[C:4]([C:12]([O:14][CH2:15][CH3:16])=[O:13])=[N:3]1.C(C(C(C)(C)C)C(O)=O)(C)(C)C.[CH3:29][N:30]([CH3:33])[CH:31]=O. (6) The reactants are: C([O:8][C:9]1[CH:18]=[CH:17][CH:16]=[C:15]2[C:10]=1[C:11](=[O:28])[CH:12]=[C:13]([C:19]1[CH:24]=[C:23]([Br:25])[CH:22]=[CH:21][C:20]=1[O:26][CH3:27])[O:14]2)C1C=CC=CC=1. Given the product [Br:25][C:23]1[CH:22]=[CH:21][C:20]([O:26][CH3:27])=[C:19]([C:13]2[O:14][C:15]3[C:10]([C:11](=[O:28])[CH:12]=2)=[C:9]([OH:8])[CH:18]=[CH:17][CH:16]=3)[CH:24]=1, predict the reactants needed to synthesize it. (7) The reactants are: [CH3:1][C:2](=[O:8])[CH2:3][C:4](=[O:7])[CH2:5][CH3:6].[H-].[Na+].Br[CH2:12][C:13]1[CH:18]=[CH:17][C:16]([Cl:19])=[CH:15][CH:14]=1. Given the product [Cl:19][C:16]1[CH:17]=[CH:18][C:13]([CH2:12][CH:3]([C:4](=[O:7])[CH2:5][CH3:6])[C:2](=[O:8])[CH3:1])=[CH:14][CH:15]=1, predict the reactants needed to synthesize it. (8) Given the product [CH2:8]([C:10]1[CH:11]=[CH:12][C:13]([CH:16]2[CH2:21][N:20]([C:22]([N:24]3[CH2:25][CH2:26][CH2:27][CH2:28]3)=[O:23])[CH2:19][CH:18]([NH:29][C:35](=[O:36])[C:34]3[CH:38]=[CH:39][CH:40]=[C:32]([O:31][CH3:30])[CH:33]=3)[CH2:17]2)=[CH:14][CH:15]=1)[CH3:9], predict the reactants needed to synthesize it. The reactants are: FC(F)(F)C(O)=O.[CH2:8]([C:10]1[CH:15]=[CH:14][C:13]([CH:16]2[CH2:21][N:20]([C:22]([N:24]3[CH2:28][CH2:27][CH2:26][CH2:25]3)=[O:23])[CH2:19][CH:18]([NH2:29])[CH2:17]2)=[CH:12][CH:11]=1)[CH3:9].[CH3:30][O:31][C:32]1[CH:33]=[C:34]([CH:38]=[CH:39][CH:40]=1)[C:35](O)=[O:36].